This data is from Peptide-MHC class I binding affinity with 185,985 pairs from IEDB/IMGT. The task is: Regression. Given a peptide amino acid sequence and an MHC pseudo amino acid sequence, predict their binding affinity value. This is MHC class I binding data. (1) The peptide sequence is VEIKTGFKL. The MHC is HLA-A68:02 with pseudo-sequence HLA-A68:02. The binding affinity (normalized) is 0.0847. (2) The peptide sequence is GVCYYLLMHL. The MHC is HLA-A68:02 with pseudo-sequence HLA-A68:02. The binding affinity (normalized) is 0.595. (3) The peptide sequence is DVSPLMHLF. The MHC is HLA-B15:01 with pseudo-sequence HLA-B15:01. The binding affinity (normalized) is 0.0751. (4) The peptide sequence is EVGSIRCVKY. The MHC is HLA-A68:01 with pseudo-sequence HLA-A68:01. The binding affinity (normalized) is 0.324. (5) The peptide sequence is FIIFLFILLL. The MHC is HLA-A02:01 with pseudo-sequence HLA-A02:01. The binding affinity (normalized) is 0.570. (6) The peptide sequence is KAAVEDEEF. The MHC is HLA-B57:01 with pseudo-sequence HLA-B57:01. The binding affinity (normalized) is 0.314. (7) The peptide sequence is IVDCLTEMYY. The MHC is HLA-A25:01 with pseudo-sequence HLA-A25:01. The binding affinity (normalized) is 0.0847. (8) The peptide sequence is FTLSFGNST. The MHC is HLA-A03:01 with pseudo-sequence HLA-A03:01. The binding affinity (normalized) is 0.0847. (9) The peptide sequence is VTRKCPQKKK. The MHC is HLA-A33:01 with pseudo-sequence HLA-A33:01. The binding affinity (normalized) is 0.